Task: Predict the product of the given reaction.. Dataset: Forward reaction prediction with 1.9M reactions from USPTO patents (1976-2016) (1) The product is: [CH2:1]([O:8][C:9]([NH:11][C@H:12]1[CH2:13][C@@H:14]([C:25]([N:28]2[CH2:33][CH2:32][O:31][CH2:30][CH2:29]2)=[O:27])[CH2:15][N:16]([C:18]([O:20][C:21]([CH3:22])([CH3:24])[CH3:23])=[O:19])[CH2:17]1)=[O:10])[C:2]1[CH:7]=[CH:6][CH:5]=[CH:4][CH:3]=1. Given the reactants [CH2:1]([O:8][C:9]([NH:11][C@@H:12]1[CH2:17][N:16]([C:18]([O:20][C:21]([CH3:24])([CH3:23])[CH3:22])=[O:19])[CH2:15][C@H:14]([C:25]([OH:27])=O)[CH2:13]1)=[O:10])[C:2]1[CH:7]=[CH:6][CH:5]=[CH:4][CH:3]=1.[NH:28]1[CH2:33][CH2:32][O:31][CH2:30][CH2:29]1.N1(O)C2C=CC=CC=2N=N1.CCN=C=NCCCN(C)C.Cl, predict the reaction product. (2) Given the reactants [P:1](Cl)(Cl)(=[O:10])[O:2][C:3]1[CH:8]=[CH:7][C:6]([Cl:9])=[CH:5][CH:4]=1.[F:13][C:14]1[C:19]([OH:20])=[C:18]([F:21])[C:17]([F:22])=[C:16]([F:23])[C:15]=1[F:24].C(N(CC)CC)C.Cl.[CH:33]([O:36][C:37](=[O:41])[C@H:38]([CH3:40])[NH2:39])([CH3:35])[CH3:34], predict the reaction product. The product is: [Cl:9][C:6]1[CH:7]=[CH:8][C:3]([O:2][P:1]([NH:39][C@@H:38]([CH3:40])[C:37]([O:36][CH:33]([CH3:35])[CH3:34])=[O:41])([O:20][C:19]2[C:14]([F:13])=[C:15]([F:24])[C:16]([F:23])=[C:17]([F:22])[C:18]=2[F:21])=[O:10])=[CH:4][CH:5]=1. (3) The product is: [CH2:1]([N:8]1[C:12]([C:13]([F:14])([F:15])[F:16])=[CH:11][C:10]([C:17]2[CH:22]=[CH:21][C:20]([Cl:23])=[CH:19][CH:18]=2)=[C:9]1[C:24]([N:26]([CH2:28][C:29]([CH3:31])([CH3:30])[C:32]([N:33]=[N+:56]=[N-:57])=[O:34])[CH3:27])=[O:25])[C:2]1[CH:7]=[CH:6][CH:5]=[CH:4][CH:3]=1. Given the reactants [CH2:1]([N:8]1[C:12]([C:13]([F:16])([F:15])[F:14])=[CH:11][C:10]([C:17]2[CH:22]=[CH:21][C:20]([Cl:23])=[CH:19][CH:18]=2)=[C:9]1[C:24]([N:26]([CH2:28][C:29]([C:32](=[O:34])[NH2:33])([CH3:31])[CH3:30])[CH3:27])=[O:25])[C:2]1[CH:7]=[CH:6][CH:5]=[CH:4][CH:3]=1.CCN(CC)CC.C1C=CC(P([N:56]=[N+:57]=[N-])(C2C=CC=CC=2)=O)=CC=1, predict the reaction product.